Dataset: Forward reaction prediction with 1.9M reactions from USPTO patents (1976-2016). Task: Predict the product of the given reaction. (1) Given the reactants Cl[C:2]1[CH:3]=[C:4]([NH:14][C:15]2[C:24]3[C:19](=[CH:20][C:21]([F:26])=[CH:22][C:23]=3[F:25])[N:18]=[C:17]([C:27]3[CH:32]=[CH:31][CH:30]=[CH:29][N:28]=3)[C:16]=2[CH3:33])[CH:5]=[C:6]([N:8]2[CH2:13][CH2:12][O:11][CH2:10][CH2:9]2)[CH:7]=1.[CH3:34][N:35]1CCCC1=O.C1(P(C2CCCCC2)C2C=CC=CC=2C2C(C(C)C)=CC(C(C)C)=CC=2C(C)C)CCCCC1.C([Sn](C#N)(CCCC)CCCC)CCC, predict the reaction product. The product is: [F:25][C:23]1[CH:22]=[C:21]([F:26])[CH:20]=[C:19]2[C:24]=1[C:15]([NH:14][C:4]1[CH:3]=[C:2]([CH:7]=[C:6]([N:8]3[CH2:13][CH2:12][O:11][CH2:10][CH2:9]3)[CH:5]=1)[C:34]#[N:35])=[C:16]([CH3:33])[C:17]([C:27]1[CH:32]=[CH:31][CH:30]=[CH:29][N:28]=1)=[N:18]2. (2) Given the reactants [N+:1]([C:4]1[CH:9]=[C:8]([N+:10]([O-:12])=[O:11])[CH:7]=[CH:6][C:5]=1[CH3:13])([O-:3])=[O:2].[N:14]1[CH:19]=[CH:18][C:17]([CH:20]=O)=[CH:16][CH:15]=1.N1CCCC1, predict the reaction product. The product is: [N+:1]([C:4]1[CH:9]=[C:8]([N+:10]([O-:12])=[O:11])[CH:7]=[CH:6][C:5]=1/[CH:13]=[CH:20]/[C:17]1[CH:18]=[CH:19][N:14]=[CH:15][CH:16]=1)([O-:3])=[O:2]. (3) Given the reactants Br[C:2]1[CH:10]=[CH:9][C:5]([N:6]([CH3:8])[CH3:7])=[CH:4][CH:3]=1.C(=O)([O-])[O-].[Cs+].[Cs+].C1(P(C2C=CC=CC=2)C2C3OC4C(=CC=CC=4P(C4C=CC=CC=4)C4C=CC=CC=4)C(C)(C)C=3C=CC=2)C=CC=CC=1.[C:59]([C:61]1[CH:66]=[CH:65][C:64]([CH2:67][C:68]([NH:70][NH:71][C:72]([O:74][C:75]([CH3:78])([CH3:77])[CH3:76])=[O:73])=[O:69])=[CH:63][CH:62]=1)#[CH:60], predict the reaction product. The product is: [CH3:7][N:6]([CH3:8])[C:5]1[CH:9]=[CH:10][C:2]([C:60]#[C:59][C:61]2[CH:62]=[CH:63][C:64]([CH2:67][C:68]([NH:70][NH:71][C:72]([O:74][C:75]([CH3:78])([CH3:77])[CH3:76])=[O:73])=[O:69])=[CH:65][CH:66]=2)=[CH:3][CH:4]=1. (4) Given the reactants [CH3:1][C:2]1[C:6]([C:7]2[N:8]([C:24]([NH:26][CH2:27][CH3:28])=[O:25])[C:9]3[C:14]([C:15]=2[C:16]2[CH:21]=[CH:20][C:19]([O:22]C)=[CH:18][CH:17]=2)=[CH:13][CH:12]=[CH:11][CH:10]=3)=[C:5]([CH3:29])[O:4][N:3]=1.B(F)(F)F.S(C)C.O, predict the reaction product. The product is: [CH3:1][C:2]1[C:6]([C:7]2[N:8]([C:24]([NH:26][CH2:27][CH3:28])=[O:25])[C:9]3[C:14]([C:15]=2[C:16]2[CH:21]=[CH:20][C:19]([OH:22])=[CH:18][CH:17]=2)=[CH:13][CH:12]=[CH:11][CH:10]=3)=[C:5]([CH3:29])[O:4][N:3]=1. (5) Given the reactants S(Cl)(Cl)=O.[Cl:5][C:6]1[C:11]([C:12](O)=[S:13])=[C:10]([Cl:15])[N:9]=[C:8]([CH3:16])[N:7]=1.C(N(CC)CC)C.[C:24]([O:28][C:29]([N:31]1[CH2:35][CH2:34][CH2:33][C@H:32]1[CH2:36][NH:37][C:38]1[CH:43]=[CH:42][CH:41]=[C:40]([C:44]2[O:45][C:46](=[O:50])[N:47]([CH3:49])[N:48]=2)[CH:39]=1)=[O:30])([CH3:27])([CH3:26])[CH3:25], predict the reaction product. The product is: [C:24]([O:28][C:29]([N:31]1[CH2:35][CH2:34][CH2:33][C@H:32]1[CH2:36][N:37]([C:38]1[CH:43]=[CH:42][CH:41]=[C:40]([C:44]2[O:45][C:46](=[O:50])[N:47]([CH3:49])[N:48]=2)[CH:39]=1)[C:12]([C:11]1[C:10]([Cl:15])=[N:9][C:8]([CH3:16])=[N:7][C:6]=1[Cl:5])=[S:13])=[O:30])([CH3:27])([CH3:26])[CH3:25]. (6) Given the reactants C(OC([N:8]1[CH2:15][CH:14]2[N:16]([C:17](=[O:31])[CH2:18][O:19][C:20]3[CH:25]=[CH:24][C:23]([Cl:26])=[CH:22][C:21]=3[NH:27][C:28](=[O:30])[CH3:29])[CH:10]([CH2:11][N:12]([CH2:32][C:33]3[CH:38]=[CH:37][C:36]([F:39])=[CH:35][CH:34]=3)[CH2:13]2)[CH2:9]1)=O)(C)(C)C, predict the reaction product. The product is: [Cl:26][C:23]1[CH:24]=[CH:25][C:20]([O:19][CH2:18][C:17]([N:16]2[CH:10]3[CH2:9][NH:8][CH2:15][CH:14]2[CH2:13][N:12]([CH2:32][C:33]2[CH:34]=[CH:35][C:36]([F:39])=[CH:37][CH:38]=2)[CH2:11]3)=[O:31])=[C:21]([NH:27][C:28](=[O:30])[CH3:29])[CH:22]=1.